Dataset: Catalyst prediction with 721,799 reactions and 888 catalyst types from USPTO. Task: Predict which catalyst facilitates the given reaction. (1) Reactant: B(Br)(Br)Br.[CH3:5][NH:6][C:7](=[O:38])[C:8]1[CH:13]=[CH:12][C:11]([N:14]2[C:18]([CH3:22])([CH2:19][O:20]C)[C:17](=[O:23])[N:16]([C:24]3[CH:29]=[CH:28][C:27]([C:30]#[N:31])=[C:26]([C:32]([F:35])([F:34])[F:33])[CH:25]=3)[C:15]2=[S:36])=[CH:10][C:9]=1[F:37].C([O-])([O-])=O.[Na+].[Na+]. The catalyst class is: 2. Product: [CH3:5][NH:6][C:7](=[O:38])[C:8]1[CH:13]=[CH:12][C:11]([N:14]2[C:18]([CH2:19][OH:20])([CH3:22])[C:17](=[O:23])[N:16]([C:24]3[CH:29]=[CH:28][C:27]([C:30]#[N:31])=[C:26]([C:32]([F:35])([F:34])[F:33])[CH:25]=3)[C:15]2=[S:36])=[CH:10][C:9]=1[F:37]. (2) Reactant: CN(C=O)C.[H-].[Na+].[CH3:8][N:9]1[CH2:22][CH2:21][C:12]2[NH:13][C:14]3[CH:15]=[CH:16][C:17]([CH3:20])=[CH:18][C:19]=3[C:11]=2[CH2:10]1.Br[CH2:24][CH2:25][CH2:26][C:27]1[CH:28]=[CH:29][C:30]([C:33]([F:36])([F:35])[F:34])=[N:31][CH:32]=1. Product: [F:36][C:33]([F:34])([F:35])[C:30]1[N:31]=[CH:32][C:27]([CH2:26][CH2:25][CH2:24][N:13]2[C:14]3[CH:15]=[CH:16][C:17]([CH3:20])=[CH:18][C:19]=3[C:11]3[CH2:10][N:9]([CH3:8])[CH2:22][CH2:21][C:12]2=3)=[CH:28][CH:29]=1. The catalyst class is: 6. (3) Reactant: [NH2:1][S:2]([C:5]1[CH:10]=[CH:9][C:8]([N:11]2[C:15]([CH2:16]Cl)=[N:14][C:13]([C:18]([O:20][CH2:21][CH3:22])=[O:19])=[N:12]2)=[CH:7][CH:6]=1)(=[O:4])=[O:3].ClCC(Cl)=O.[NH:28]1[CH2:33][CH2:32][O:31][CH2:30][CH2:29]1. Product: [NH2:1][S:2]([C:5]1[CH:10]=[CH:9][C:8]([N:11]2[C:15]([CH2:16][N:28]3[CH2:33][CH2:32][O:31][CH2:30][CH2:29]3)=[N:14][C:13]([C:18]([O:20][CH2:21][CH3:22])=[O:19])=[N:12]2)=[CH:7][CH:6]=1)(=[O:4])=[O:3]. The catalyst class is: 10. (4) Reactant: CO[CH:3]1[CH2:7][CH2:6][CH:5](OC)O1.[N+:10]([C:13]1[CH:18]=[CH:17][C:16]([C:19]2[CH:25]=[CH:24][C:22]([NH2:23])=[CH:21][CH:20]=2)=[CH:15][CH:14]=1)([O-:12])=[O:11].CCOCC. Product: [N:23]1([C:22]2[CH:21]=[CH:20][C:19]([C:16]3[CH:17]=[CH:18][C:13]([N+:10]([O-:12])=[O:11])=[CH:14][CH:15]=3)=[CH:25][CH:24]=2)[CH:3]=[CH:7][CH:6]=[CH:5]1. The catalyst class is: 15. (5) Reactant: Cl[C:2]1[C:3]2[NH:10][CH:9]=[CH:8][C:4]=2[N:5]=[CH:6][N:7]=1.[CH2:11]([O:18][C:19]1[CH:25]=[CH:24][C:22]([NH2:23])=[CH:21][C:20]=1[Cl:26])[C:12]1[CH:17]=[CH:16][CH:15]=[CH:14][CH:13]=1.CN1CCCC1=O. The catalyst class is: 5. Product: [CH2:11]([O:18][C:19]1[CH:25]=[CH:24][C:22]([NH:23][C:2]2[C:3]3[NH:10][CH:9]=[CH:8][C:4]=3[N:5]=[CH:6][N:7]=2)=[CH:21][C:20]=1[Cl:26])[C:12]1[CH:13]=[CH:14][CH:15]=[CH:16][CH:17]=1. (6) Reactant: Cl.C([O:6][C:7]([C:9]1[CH:36]=[C:35]([C:37]2[CH:42]=[CH:41][N:40]=[CH:39][CH:38]=2)[CH:34]=[CH:33][C:10]=1[C:11]([N:13]1[CH2:18][CH2:17][N:16]([S:19]([C:22]2[CH:31]=[CH:30][C:29]3[C:24](=[CH:25][CH:26]=[C:27]([Cl:32])[CH:28]=3)[CH:23]=2)(=[O:21])=[O:20])[CH2:15][CH2:14]1)=[O:12])=[O:8])(C)(C)C.FC(F)(F)C(O)=O. Product: [C:7]([C:9]1[CH:36]=[C:35]([C:37]2[CH:42]=[CH:41][N:40]=[CH:39][CH:38]=2)[CH:34]=[CH:33][C:10]=1[C:11]([N:13]1[CH2:18][CH2:17][N:16]([S:19]([C:22]2[CH:31]=[CH:30][C:29]3[C:24](=[CH:25][CH:26]=[C:27]([Cl:32])[CH:28]=3)[CH:23]=2)(=[O:21])=[O:20])[CH2:15][CH2:14]1)=[O:12])([OH:8])=[O:6]. The catalyst class is: 4.